From a dataset of Forward reaction prediction with 1.9M reactions from USPTO patents (1976-2016). Predict the product of the given reaction. Given the reactants [N:1]12[CH2:8][CH2:7][CH:4]([CH2:5][CH2:6]1)[C:3](=[O:9])[CH2:2]2.[CH:10](=O)[C:11]1[CH:16]=[CH:15][CH:14]=[CH:13][CH:12]=1.[OH-].[K+].O, predict the reaction product. The product is: [CH:10](=[C:2]1[C:3](=[O:9])[CH:4]2[CH2:7][CH2:8][N:1]1[CH2:6][CH2:5]2)[C:11]1[CH:16]=[CH:15][CH:14]=[CH:13][CH:12]=1.